Predict the reactants needed to synthesize the given product. From a dataset of Full USPTO retrosynthesis dataset with 1.9M reactions from patents (1976-2016). (1) The reactants are: [CH3:1][C@:2]12[C@@:19]3([CH3:20])[CH:10]([C@:11]4([CH3:24])[C@@H:16]([CH2:17][CH2:18]3)[C:15]([CH3:22])([CH3:21])[C:14](=[O:23])[CH2:13][CH2:12]4)[CH2:9][CH2:8][C@@H:7]1[C@H:6]1[C@H:25]([C:28]([CH3:30])=[CH2:29])[CH2:26][CH2:27][C@:5]1([C:31]([O:33][CH2:34][C:35]1[CH:40]=[CH:39][CH:38]=[CH:37][CH:36]=1)=[O:32])[CH2:4][CH2:3]2.[F:41][C:42]([F:61])([F:60])[S:43](N(C1C=CC=CC=1)[S:43]([C:42]([F:61])([F:60])[F:41])(=[O:45])=[O:44])(=[O:45])=[O:44].C[Si]([N-][Si](C)(C)C)(C)C.[K+]. Given the product [CH3:1][C@:2]12[C@@:19]3([CH3:20])[C@@H:10]([C@:11]4([CH3:24])[C@@H:16]([CH2:17][CH2:18]3)[C:15]([CH3:21])([CH3:22])[C:14]([O:23][S:43]([C:42]([F:61])([F:60])[F:41])(=[O:45])=[O:44])=[CH:13][CH2:12]4)[CH2:9][CH2:8][C@@H:7]1[C@H:6]1[C@H:25]([C:28]([CH3:30])=[CH2:29])[CH2:26][CH2:27][C@:5]1([C:31]([O:33][CH2:34][C:35]1[CH:36]=[CH:37][CH:38]=[CH:39][CH:40]=1)=[O:32])[CH2:4][CH2:3]2, predict the reactants needed to synthesize it. (2) Given the product [C:1]([C:3]1[CH:4]=[C:5]([CH2:9][C:10]2[N:11]=[C:12]3[S:19][C:18]([CH3:20])=[C:17]([C:21]#[N:23])[N:13]3[C:14](=[O:16])[CH:15]=2)[CH:6]=[CH:7][CH:8]=1)#[N:2], predict the reactants needed to synthesize it. The reactants are: [C:1]([C:3]1[CH:4]=[C:5]([CH2:9][C:10]2[N:11]=[C:12]3[S:19][C:18]([CH3:20])=[C:17]([C:21]([NH:23]C)=O)[N:13]3[C:14](=[O:16])[CH:15]=2)[CH:6]=[CH:7][CH:8]=1)#[N:2].[Cu](C#N)C#N. (3) The reactants are: Br[CH2:2][B-:3]([F:6])([F:5])[F:4].[K+].[O:8]1[CH2:14][CH2:13][CH2:12][NH:11][CH2:10][CH2:9]1. Given the product [O:8]1[CH2:14][CH2:13][CH2:12][NH+:11]([CH2:2][B-:3]([F:6])([F:5])[F:4])[CH2:10][CH2:9]1, predict the reactants needed to synthesize it. (4) Given the product [CH2:23]([O:22][C@@H:10]([CH2:9][O:8][CH2:1][C:2]1[CH:3]=[CH:4][CH:5]=[CH:6][CH:7]=1)[CH2:11][C:12]1([S:15]([O:18][CH:19]([CH3:20])[CH3:21])(=[O:16])=[O:17])[CH2:13][CH2:14]1)[C:24]1[CH:29]=[CH:28][CH:27]=[CH:26][CH:25]=1, predict the reactants needed to synthesize it. The reactants are: [CH2:1]([O:8][CH2:9][C@H:10]([OH:22])[CH2:11][C:12]1([S:15]([O:18][CH:19]([CH3:21])[CH3:20])(=[O:17])=[O:16])[CH2:14][CH2:13]1)[C:2]1[CH:7]=[CH:6][CH:5]=[CH:4][CH:3]=1.[CH2:23](Cl)[C:24]1[CH:29]=[CH:28][CH:27]=[CH:26][CH:25]=1.O.CC(OC)(C)C. (5) Given the product [CH3:26][O:25][C:23](=[O:24])[CH2:22][O:14][C:7]1[C:8]2[C:13](=[CH:12][CH:11]=[CH:10][CH:9]=2)[C:4]([N+:1]([O-:3])=[O:2])=[CH:5][CH:6]=1, predict the reactants needed to synthesize it. The reactants are: [N+:1]([C:4]1[C:13]2[C:8](=[CH:9][CH:10]=[CH:11][CH:12]=2)[C:7]([OH:14])=[CH:6][CH:5]=1)([O-:3])=[O:2].C(=O)([O-])[O-].[K+].[K+].Br[CH2:22][C:23]([O:25][CH3:26])=[O:24].